This data is from Catalyst prediction with 721,799 reactions and 888 catalyst types from USPTO. The task is: Predict which catalyst facilitates the given reaction. Reactant: [Cl:1][C:2]1[CH:3]=[CH:4][C:5]([C:26]#[N:27])=[C:6]([C:8]2[C:13]([O:14][CH3:15])=[CH:12][N:11]([CH:16]([CH2:20][C:21]([CH3:24])([CH3:23])[CH3:22])[C:17](O)=[O:18])[C:10](=[O:25])[CH:9]=2)[CH:7]=1.[NH2:28][C:29]1[CH:41]=[CH:40][C:32]([C:33]([O:35][C:36]([CH3:39])([CH3:38])[CH3:37])=[O:34])=[CH:31][CH:30]=1.CN(C(ON1N=NC2C=CC=NC1=2)=[N+](C)C)C.F[P-](F)(F)(F)(F)F.C(N(CC)C(C)C)(C)C. Product: [Cl:1][C:2]1[CH:3]=[CH:4][C:5]([C:26]#[N:27])=[C:6]([C:8]2[C:13]([O:14][CH3:15])=[CH:12][N:11]([CH:16]([CH2:20][C:21]([CH3:23])([CH3:24])[CH3:22])[C:17]([NH:28][C:29]3[CH:41]=[CH:40][C:32]([C:33]([O:35][C:36]([CH3:37])([CH3:38])[CH3:39])=[O:34])=[CH:31][CH:30]=3)=[O:18])[C:10](=[O:25])[CH:9]=2)[CH:7]=1. The catalyst class is: 9.